Dataset: Experimentally validated miRNA-target interactions with 360,000+ pairs, plus equal number of negative samples. Task: Binary Classification. Given a miRNA mature sequence and a target amino acid sequence, predict their likelihood of interaction. (1) The protein sequence of the target gene is MAVVSAVRWLGLRSRLGQPLTGRRAGLCEQARSCRFYSGSATLSKVEGTDVTGIEEVVIPKKKTWDKVAVLQALASTVNRDTTAVPYVFQDDPYLMPASSLESRSFLLAKKSGENVAKFIINSYPKYFQKDIAEPHIPCLMPEYFEPQIKDISEAALKERIELRKVKASVDMFDQLLQAGTTVSLETTNSLLDLLCYYGDQEPSTDYHFQQTGQSEALEEENDETSRRKAGHQFGVTWRAKNNAERIFSLMPEKNEHSYCTMIRGMVKHRAYEQALNLYTELLNNRLHADVYTFNALIEA.... The miRNA is hsa-miR-1267 with sequence CCUGUUGAAGUGUAAUCCCCA. Result: 1 (interaction). (2) The miRNA is mmu-miR-412-3p with sequence UUCACCUGGUCCACUAGCCG. Result: 0 (no interaction). The protein sequence of the target gene is MHSPGCTGPKAQWFLLLQLLLLHLDRVSATFISINRGLRVMKGSSAFLSGDHLRVAVPKEKDACRLEVVMNEPVTQRVGKLSPQVFDCHFLPNEVKYVHNGCPILDEDSVKLRLYRFTETDTFMETFLLRVYLVEPDCNIIRMSSNVLEVTEFYGLSQAIDKNLLQFDYDRTASLDCTIRLDPLRTQLPAHGKLVVVNRKSEGPRGDQPHSFFSETELGAGLKCPDGSCALELKQVASLKVSCEEFLLTGFHYQHMQPPSPNIDYIPIQLDLTDRRSKTVYKSESAWLPVYIRVGIPNQV.... (3) The miRNA is hsa-miR-3125 with sequence UAGAGGAAGCUGUGGAGAGA. The protein sequence of the target gene is MANFKGHALPGSFFLIIGLCWSVKYPLKYFSHTRKNSPLHYYQRLEIVEAAIRTLFSVTGILAEQFVPDGPHLHLYHENHWIKLMNWQHSTMYLFFAVSGIVDMLTYLVSHVPLGVDRLVMAVAVFMEGFLFYYHVHNRPPLDQHIHSLLLYALFGGCVSISLEVIFRDHIVLELFRTSLIILQGTWFWQIGFVLFPPFGTPEWDQKDDANLMFITMCFCWHYLAALSIVAVNYSLVYCLLTRMKRHGRGEIIGIQKLNSDDTYQTALLSGSDEE. Result: 0 (no interaction). (4) The miRNA is hsa-miR-5692a with sequence CAAAUAAUACCACAGUGGGUGU. Result: 1 (interaction). The protein sequence of the target gene is MLREEAAQKRKGKEPGMALPQGRLTFRDVAIEFSLAEWKCLNPSQRALYREVMLENYRNLEAVDISSKCMMKEVLSTGQGNTEVIHTGTLQRHESHHIGDFCFQEIEKEIHDIEFQCQEDERNGLEAPMTKIKKLTGSTDQHDHRHAGNKPIKDQLGSSFYSHLPELHIFQIKGEIGNQLEKSTNDAPSVSTFQRISCRPQTQISNNYGNNPLNSSLLPQKQEVHMREKSFQCNKSGKAFNCSSLLRKHQIPHLGDKQYKCDVCGKLFNHEQYLACHDRCHTVEKPYKCKECGKTFSQES.... (5) The miRNA is mmu-miR-7038-3p with sequence CACUGCUCCUGCCUUCUUACAG. The protein sequence of the target gene is MSARGEGAGQPSTSAQGQPAAPVPQKRGRGRPRKQQQEPTCEPSPKRPRGRPKGSKNKSPSKAAQKKAETIGEKRPRGRPRKWPQQVVQKKPAQETEETSSQESAEED. Result: 0 (no interaction). (6) The miRNA is hsa-miR-6829-3p with sequence UGCCUCCUCCGUGGCCUCAG. The protein sequence of the target gene is MESKPSRIPRRISVQPSSSLSARMMSGSRGSSLNDTYHSRDSSFRLDSEYQSTSASASASPFQSAWYSESEITQGARSRSQNQQRDHDSKRPKLSCTNCTTSAGRNVGNGLNTLSDSSWRHSQVPRSSSMVLGSFGTDLMRERRDLERRTDSSISNLMDYSHRSGDFTTSSYVQDRVPSYSQGARPKENSMSTLQLNTSSTNHQLPSEHQTILSSRDSRNSLRSNFSSRESESSRSNTQPGFSYSSSRDEAPIISNSERVVSSQRPFQESSDNEGRRTTRRLLSRIASSMSSTFFSRRSS.... Result: 1 (interaction). (7) The miRNA is hsa-miR-149-5p with sequence UCUGGCUCCGUGUCUUCACUCCC. The protein sequence of the target gene is MAAPILRSFSWGRWSGTLNLSVLLPLGLRKAHSGAQGLLAAQKARGLFKDFFPETGTKIELPELFDRGTASFPQTIYCGFDPTADSLHVGHLLALLGLFHLQRAGHNVIALVGGATARLGDPSGRTKEREALETERVRANARALRLGLEALAANHQQLFTDGRSWGSFTVLDNSAWYQKQHLVDFLAAVGGHFRMGTLLSRQSVQLRLKSPEGMSLAEFFYQVLQAYDFYYLFQRYGCRVQLGGSDQLGNIMSGYEFINKLTGEDVFGITVPLITSTTGAKLGKSAGNAVWLNRDKTSPF.... Result: 1 (interaction). (8) The miRNA is hsa-miR-3138 with sequence UGUGGACAGUGAGGUAGAGGGAGU. The protein sequence of the target gene is MSAAFPPSLMMMQRPLGSSTAFSIDSLIGSPPQPSPGHFVYTGYPMFMPYRPVVLPPPPPPPPALPQAALQPALPPAHPHHQIPSLPTGFCSSLAQGMALTSTLMATLPGGFSASPQHQEAAAARKFAPQPLPGGGNFDKAEALQADAEDGKGFLAKEGSLLAFSAAETVQASLVGAVRGQGKDESKVEDDPKGKEESFSLESDVDYSSDDNLTGQAAHKEEDPGHALEETPPSSGAAGSTTSTGKNRRRRTAFTSEQLLELEKEFHCKKYLSLTERSQIAHALKLSEVQVKIWFQNRRA.... Result: 0 (no interaction).